This data is from Reaction yield outcomes from USPTO patents with 853,638 reactions. The task is: Predict the reaction yield, written as a fraction of the theoretical maximum amount of product (1.0 means a 100% yield; for example, 0.34 means a 34% yield). (1) The reactants are [CH3:1][C:2]([O:5][C:6]([N:8]1[C@H:12]([C:13]([OH:15])=O)[CH2:11][CH:10]([OH:16])[CH2:9]1)=[O:7])([CH3:4])[CH3:3].CN1CCOCC1.CN(C(ON1N=NC2C=CC=NC1=2)=[N+](C)C)C.F[P-](F)(F)(F)(F)F.Cl.[NH2:49][C@:50]1([C:55]([O:57][CH2:58][CH3:59])=[O:56])[CH2:52][C@H:51]1[CH:53]=[CH2:54]. The catalyst is C(Cl)Cl.[Au]. The product is [C:2]([O:5][C:6]([N:8]1[CH2:9][C@H:10]([OH:16])[CH2:11][C@H:12]1[C:13]([NH:49][C@:50]1([C:55]([O:57][CH2:58][CH3:59])=[O:56])[CH2:52][C@H:51]1[CH:53]=[CH2:54])=[O:15])=[O:7])([CH3:1])([CH3:3])[CH3:4]. The yield is 0.940. (2) The reactants are [S:1]1[CH:5]=[CH:4][CH:3]=[C:2]1[S:6]([NH:9][C:10]1[CH:11]=[CH:12][CH:13]=[C:14]2[C:18]=1[NH:17][C:16]([C:19](=[S:21])[NH2:20])=[CH:15]2)(=[O:8])=[O:7].[C:22]([O:27][CH2:28][CH3:29])(=[O:26])[C:23]#[C:24][CH3:25].C(P(CCCC)CCCC)CCC.C1(C)C=CC=CC=1. The catalyst is O1CCCC1. The product is [CH2:28]([O:27][C:22](=[O:26])[CH2:23][CH:24]1[S:21][C:19]([C:16]2[NH:17][C:18]3[C:14]([CH:15]=2)=[CH:13][CH:12]=[CH:11][C:10]=3[NH:9][S:6]([C:2]2[S:1][CH:5]=[CH:4][CH:3]=2)(=[O:7])=[O:8])=[N:20][CH2:25]1)[CH3:29]. The yield is 0.280.